Dataset: Forward reaction prediction with 1.9M reactions from USPTO patents (1976-2016). Task: Predict the product of the given reaction. (1) Given the reactants [Cl:1][C:2]1[CH:3]=[C:4]([NH:16][C:17]2[C:26]3[C:21](=[CH:22][CH:23]=[CH:24][C:25]=3[O:27][CH2:28][C@@H:29]3[O:34][CH2:33][CH2:32][NH:31][CH2:30]3)[N:20]=[CH:19][N:18]=2)[CH:5]=[CH:6][C:7]=1[O:8][CH2:9][C:10]1[CH:15]=[CH:14][CH:13]=[CH:12][N:11]=1.CN(C(ON1N=NC2C=CC=NC1=2)=[N+](C)C)C.F[P-](F)(F)(F)(F)F.[C:59](O)(=[O:62])[CH2:60][OH:61], predict the reaction product. The product is: [Cl:1][C:2]1[CH:3]=[C:4]([NH:16][C:17]2[C:26]3[C:21](=[CH:22][CH:23]=[CH:24][C:25]=3[O:27][CH2:28][C@@H:29]3[O:34][CH2:33][CH2:32][N:31]([C:60](=[O:61])[CH2:59][OH:62])[CH2:30]3)[N:20]=[CH:19][N:18]=2)[CH:5]=[CH:6][C:7]=1[O:8][CH2:9][C:10]1[CH:15]=[CH:14][CH:13]=[CH:12][N:11]=1. (2) Given the reactants Cl[CH2:2][C:3]1[CH:4]=[CH:5][C:6]2[N:10]=[CH:9][N:8]([C:11]3[S:15][C:14]([C:16]([O:18][CH3:19])=[O:17])=[C:13]([O:20][C@@H:21]([C:23]4[CH:28]=[CH:27][CH:26]=[CH:25][C:24]=4[Cl:29])[CH3:22])[CH:12]=3)[C:7]=2[CH:30]=1.[CH3:31][N:32]1[CH2:38][CH2:37][CH2:36][NH:35][CH2:34][CH2:33]1.C(=O)([O-])[O-].[Cs+].[Cs+], predict the reaction product. The product is: [Cl:29][C:24]1[CH:25]=[CH:26][CH:27]=[CH:28][C:23]=1[C@H:21]([O:20][C:13]1[CH:12]=[C:11]([N:8]2[C:7]3[CH:30]=[C:3]([CH2:2][N:35]4[CH2:36][CH2:37][CH2:38][N:32]([CH3:31])[CH2:33][CH2:34]4)[CH:4]=[CH:5][C:6]=3[N:10]=[CH:9]2)[S:15][C:14]=1[C:16]([O:18][CH3:19])=[O:17])[CH3:22]. (3) Given the reactants [CH2:1]([Mg]Br)[CH:2]([CH3:4])[CH3:3].Cl[C:8]1[C:9]2[N:24]=[C:23]([C:25]3[CH:30]=[C:29]([CH3:31])[C:28]([O:32][CH3:33])=[C:27]([CH3:34])[CH:26]=3)[O:22][C:10]=2[N:11]=[C:12]([CH2:14][C:15]2[CH:20]=[CH:19][C:18]([Cl:21])=[CH:17][CH:16]=2)[N:13]=1.C(OCC)C.C(O)(=O)CC(CC(O)=O)(C(O)=O)O, predict the reaction product. The product is: [Cl:21][C:18]1[CH:17]=[CH:16][C:15]([CH2:14][C:12]2[N:13]=[C:8]([CH2:1][CH:2]([CH3:4])[CH3:3])[C:9]3[N:24]=[C:23]([C:25]4[CH:26]=[C:27]([CH3:34])[C:28]([O:32][CH3:33])=[C:29]([CH3:31])[CH:30]=4)[O:22][C:10]=3[N:11]=2)=[CH:20][CH:19]=1. (4) The product is: [N:45]1([CH2:44][CH2:43][CH2:42][O:41][C:38]2[CH:39]=[CH:40][C:35]([CH2:34][CH2:33][N:4]3[CH2:5][CH2:6][N:1]([C:7]4[CH:8]=[CH:9][CH:10]=[C:11]5[C:16]=4[N:15]=[C:14]([CH2:17][CH2:18][C:19]([O:21][CH3:22])=[O:20])[CH:13]=[CH:12]5)[CH2:2][CH2:3]3)=[CH:36][CH:37]=2)[CH2:51][CH2:50][CH2:49][CH2:48][CH2:47][CH2:46]1. Given the reactants [N:1]1([C:7]2[CH:8]=[CH:9][CH:10]=[C:11]3[C:16]=2[N:15]=[C:14]([CH2:17][CH2:18][C:19]([O:21][CH3:22])=[O:20])[CH:13]=[CH:12]3)[CH2:6][CH2:5][NH:4][CH2:3][CH2:2]1.C(=O)(O)[O-].[Na+].CS(O[CH2:33][CH2:34][C:35]1[CH:40]=[CH:39][C:38]([O:41][CH2:42][CH2:43][CH2:44][N:45]2[CH2:51][CH2:50][CH2:49][CH2:48][CH2:47][CH2:46]2)=[CH:37][CH:36]=1)(=O)=O, predict the reaction product. (5) Given the reactants [CH:1]([C@@H:4]([CH2:20][C:21]1[CH:26]=[CH:25][C:24]([C:27]([CH3:30])([CH3:29])[CH3:28])=[CH:23][CH:22]=1)[C:5](N1[C@H](CC2C=CC=CC=2)COC1=O)=[O:6])([CH3:3])[CH3:2].[H-].[H-].[H-].[H-].[Li+].[Al+3].C(OCC)(=O)C.S(=O)(=O)(O)O, predict the reaction product. The product is: [CH:1]([C@@H:4]([CH2:20][C:21]1[CH:22]=[CH:23][C:24]([C:27]([CH3:29])([CH3:28])[CH3:30])=[CH:25][CH:26]=1)[CH2:5][OH:6])([CH3:3])[CH3:2]. (6) Given the reactants [O:1]1[C:5]2([CH2:10][CH2:9][CH:8]([CH2:11][OH:12])[CH2:7][CH2:6]2)[O:4][CH2:3][CH2:2]1.[H-].[Na+].Br[CH2:16][C:17]#[C:18][C:19]([CH3:22])([CH3:21])[CH3:20], predict the reaction product. The product is: [CH3:20][C:19]([CH3:22])([CH3:21])[C:18]#[C:17][CH2:16][O:12][CH2:11][CH:8]1[CH2:9][CH2:10][C:5]2([O:4][CH2:3][CH2:2][O:1]2)[CH2:6][CH2:7]1. (7) Given the reactants [F:1][C:2]1[CH:3]=[C:4]2[C:8](=[C:9]([NH:11][S:12]([C:15]3[S:16][CH:17]=[CH:18][CH:19]=3)(=[O:14])=[O:13])[CH:10]=1)[N:7]([CH2:20][O:21][CH3:22])[C:6]([C:23]([O:25][CH2:26][CH3:27])=[O:24])=[CH:5]2.[H-].[Na+].[CH3:30]N(C)C=O.CI, predict the reaction product. The product is: [F:1][C:2]1[CH:3]=[C:4]2[C:8](=[C:9]([N:11]([CH3:30])[S:12]([C:15]3[S:16][CH:17]=[CH:18][CH:19]=3)(=[O:13])=[O:14])[CH:10]=1)[N:7]([CH2:20][O:21][CH3:22])[C:6]([C:23]([O:25][CH2:26][CH3:27])=[O:24])=[CH:5]2.